From a dataset of Forward reaction prediction with 1.9M reactions from USPTO patents (1976-2016). Predict the product of the given reaction. (1) Given the reactants [F:1][C:2]1[CH:3]=[CH:4][C:5]([O:31]C)=[C:6]([C:8]2([CH2:11][C:12]([C:27]([F:30])([F:29])[F:28])([OH:26])[CH2:13][NH:14][C:15]3[CH:24]=[CH:23][CH:22]=[C:21]4[C:16]=3[CH:17]=[CH:18][C:19]([CH3:25])=[N:20]4)[CH2:10][CH2:9]2)[CH:7]=1.B(Br)(Br)Br, predict the reaction product. The product is: [F:1][C:2]1[CH:3]=[CH:4][C:5]([OH:31])=[C:6]([C:8]2([CH2:11][C:12]([C:27]([F:28])([F:29])[F:30])([OH:26])[CH2:13][NH:14][C:15]3[CH:24]=[CH:23][CH:22]=[C:21]4[C:16]=3[CH:17]=[CH:18][C:19]([CH3:25])=[N:20]4)[CH2:9][CH2:10]2)[CH:7]=1. (2) Given the reactants CON(C)[C:4]([CH:6]1[CH2:10][CH2:9][N:8]([C:11]([O:13][C:14]([CH3:17])([CH3:16])[CH3:15])=[O:12])[CH2:7]1)=[O:5].[C:19]1([Li])[CH:24]=[CH:23][CH:22]=[CH:21][CH:20]=1, predict the reaction product. The product is: [C:4]([CH:6]1[CH2:10][CH2:9][N:8]([C:11]([O:13][C:14]([CH3:15])([CH3:16])[CH3:17])=[O:12])[CH2:7]1)(=[O:5])[C:19]1[CH:24]=[CH:23][CH:22]=[CH:21][CH:20]=1. (3) The product is: [Cl:8][C:4]1[CH:5]=[CH:6][CH:7]=[C:2]([Cl:1])[C:3]=1[CH2:9][C:10](=[O:12])[CH2:29][C:30]([O:32][CH2:21][CH3:22])=[O:31]. Given the reactants [Cl:1][C:2]1[CH:7]=[CH:6][CH:5]=[C:4]([Cl:8])[C:3]=1[CH2:9][C:10]([OH:12])=O.C1N=CN(C(N2C=N[CH:22]=[CH:21]2)=O)C=1.[Cl-].[Mg+2].[Cl-].C(O)(=O)[CH2:29][C:30]([OH:32])=[O:31].C([K])C.Cl, predict the reaction product. (4) Given the reactants [CH3:1][O:2][CH2:3][C:4]1[N:9]=[C:8]([NH2:10])[C:7]([C:11]2[N:12]=[N:13][NH:14][N:15]=2)=[CH:6][CH:5]=1.[CH2:16]([O:23][C:24]1[CH:31]=[CH:30][C:27]([CH2:28]Cl)=[CH:26][CH:25]=1)[C:17]1[CH:22]=[CH:21][CH:20]=[CH:19][CH:18]=1.[I-].[Na+].[H-].[Na+], predict the reaction product. The product is: [CH2:16]([O:23][C:24]1[CH:25]=[CH:26][C:27]([CH2:28][N:14]2[N:13]=[N:12][C:11]([C:7]3[C:8]([NH2:10])=[N:9][C:4]([CH2:3][O:2][CH3:1])=[CH:5][CH:6]=3)=[N:15]2)=[CH:30][CH:31]=1)[C:17]1[CH:18]=[CH:19][CH:20]=[CH:21][CH:22]=1. (5) Given the reactants [Br:1][C:2]1[CH:10]=[C:9]2[C:5]([CH:6]=[CH:7][NH:8]2)=[CH:4][CH:3]=1.[H-].[Na+].[CH3:13][S:14](Cl)(=[O:16])=[O:15], predict the reaction product. The product is: [Br:1][C:2]1[CH:10]=[C:9]2[C:5]([CH:6]=[CH:7][N:8]2[S:14]([CH3:13])(=[O:16])=[O:15])=[CH:4][CH:3]=1. (6) Given the reactants [CH2:1]([O:8][C@@H:9]1[C@@H:14]([O:15][CH2:16][C:17]2[CH:22]=[CH:21][CH:20]=[CH:19][CH:18]=2)[C@@H:13]([O:23][CH2:24][C:25]2[CH:30]=[CH:29][CH:28]=[CH:27][CH:26]=2)[C@@H:12]([CH2:31][O:32][CH2:33][C:34]2[CH:39]=[CH:38][CH:37]=[CH:36][CH:35]=2)[O:11][C@:10]21[C:47]1[C:42](=[CH:43][C:44]([F:50])=[C:45]([CH2:48]O)[CH:46]=1)[CH2:41][O:40]2)[C:2]1[CH:7]=[CH:6][CH:5]=[CH:4][CH:3]=1.C(Cl)(Cl)(Cl)[Cl:52].C1(P(C2C=CC=CC=2)C2C=CC=CC=2)C=CC=CC=1, predict the reaction product. The product is: [CH2:1]([O:8][C@@H:9]1[C@@H:14]([O:15][CH2:16][C:17]2[CH:22]=[CH:21][CH:20]=[CH:19][CH:18]=2)[C@@H:13]([O:23][CH2:24][C:25]2[CH:30]=[CH:29][CH:28]=[CH:27][CH:26]=2)[C@@H:12]([CH2:31][O:32][CH2:33][C:34]2[CH:39]=[CH:38][CH:37]=[CH:36][CH:35]=2)[O:11][C@:10]21[C:47]1[C:42](=[CH:43][C:44]([F:50])=[C:45]([CH2:48][Cl:52])[CH:46]=1)[CH2:41][O:40]2)[C:2]1[CH:7]=[CH:6][CH:5]=[CH:4][CH:3]=1. (7) Given the reactants [CH3:1][O:2][C:3]1[CH:4]=[C:5]([C:11]2[S:15][C:14]3=[N:16][CH:17]=[C:18](I)[N:13]3[N:12]=2)[CH:6]=[CH:7][C:8]=1[O:9][CH3:10].[CH3:20][S:21][C:22]1[N:27]=[CH:26][C:25](B2OC(C)(C)C(C)(C)O2)=[CH:24][N:23]=1.C([O-])([O-])=O.[K+].[K+], predict the reaction product. The product is: [CH3:1][O:2][C:3]1[CH:4]=[C:5]([C:11]2[S:15][C:14]3=[N:16][CH:17]=[C:18]([C:25]4[CH:24]=[N:23][C:22]([S:21][CH3:20])=[N:27][CH:26]=4)[N:13]3[N:12]=2)[CH:6]=[CH:7][C:8]=1[O:9][CH3:10]. (8) Given the reactants [OH:1][C@H:2]1[CH2:7][CH2:6][CH2:5][C@@H:4]([C:8]([O:10][CH:11]([CH3:13])[CH3:12])=[O:9])[CH2:3]1.CCCCCCC.CO.CCO.C(O)(C(F)(F)F)=O, predict the reaction product. The product is: [OH:1][C@@H:2]1[CH2:7][CH2:6][CH2:5][C@H:4]([C:8]([O:10][CH:11]([CH3:13])[CH3:12])=[O:9])[CH2:3]1. (9) The product is: [NH2:25][C:26]1[CH:27]=[C:28]([C:35]2[CH:40]=[CH:39][C:38]([O:41][CH3:42])=[CH:37][CH:36]=2)[CH:29]=[CH:30][C:31]=1[C:32]([NH:50][C@H:51]([C:58]([O:60][CH2:61][C:62]1[CH:63]=[CH:64][CH:65]=[CH:66][CH:67]=1)=[O:59])[CH2:52][C:53]([O:55][CH2:56][CH3:57])=[O:54])=[O:34]. Given the reactants CN(C(ON1N=NC2C=CC=NC1=2)=[N+](C)C)C.F[P-](F)(F)(F)(F)F.[NH2:25][C:26]1[CH:27]=[C:28]([C:35]2[CH:40]=[CH:39][C:38]([O:41][CH3:42])=[CH:37][CH:36]=2)[CH:29]=[CH:30][C:31]=1[C:32]([OH:34])=O.FC(F)(F)C(O)=O.[NH2:50][C@H:51]([C:58]([O:60][CH2:61][C:62]1[CH:67]=[CH:66][CH:65]=[CH:64][CH:63]=1)=[O:59])[CH2:52][C:53]([O:55][CH2:56][CH3:57])=[O:54].C(N(CC)C(C)C)(C)C.C([O-])(O)=O.[Na+], predict the reaction product.